From a dataset of Catalyst prediction with 721,799 reactions and 888 catalyst types from USPTO. Predict which catalyst facilitates the given reaction. Product: [OH:3][CH:1]([C:4]1[CH:5]=[C:6]([CH:9]=[CH:10][CH:11]=1)[C:7]#[N:8])[CH3:2]. The catalyst class is: 5. Reactant: [C:1]([C:4]1[CH:5]=[C:6]([CH:9]=[CH:10][CH:11]=1)[C:7]#[N:8])(=[O:3])[CH3:2].[BH4-].[Na+].